Dataset: Forward reaction prediction with 1.9M reactions from USPTO patents (1976-2016). Task: Predict the product of the given reaction. Given the reactants [Br:1][C:2]1[C:3]([C:14](=[S:16])[NH2:15])=[CH:4][C:5]([NH:8][C:9]([NH:11][CH2:12][CH3:13])=[O:10])=[N:6][CH:7]=1.Br[CH2:18][C:19]([CH:21]1[CH2:23][CH2:22]1)=O, predict the reaction product. The product is: [Br:1][C:2]1[C:3]([C:14]2[S:16][CH:18]=[C:19]([CH:21]3[CH2:23][CH2:22]3)[N:15]=2)=[CH:4][C:5]([NH:8][C:9]([NH:11][CH2:12][CH3:13])=[O:10])=[N:6][CH:7]=1.